From a dataset of Reaction yield outcomes from USPTO patents with 853,638 reactions. Predict the reaction yield, written as a fraction of the theoretical maximum amount of product (1.0 means a 100% yield; for example, 0.34 means a 34% yield). (1) The reactants are [CH3:1][O:2][C:3]1[CH:12]=[C:11]2[C:6]([CH:7]=[CH:8][CH:9]=[N:10]2)=[CH:5][CH:4]=1.[N+:13]([O-])([O-:15])=[O:14].[K+].OS(O)(=O)=O. No catalyst specified. The product is [CH3:1][O:2][C:3]1[C:12]([N+:13]([O-:15])=[O:14])=[C:11]2[C:6]([CH:7]=[CH:8][CH:9]=[N:10]2)=[CH:5][CH:4]=1. The yield is 0.500. (2) The reactants are C([Li])CCC.Br[C:7]1[CH:8]=[C:9]([CH3:21])[C:10]([O:13][Si](C(C)(C)C)(C)C)=[N:11][CH:12]=1.[Br:22][C:23]1[CH:24]=[C:25]([C:29]([C:37]2[CH:42]=[CH:41][CH:40]=[C:39]([F:43])[C:38]=2[C:44]#[N:45])=[N:30]S(C(C)(C)C)=O)[CH:26]=[CH:27][CH:28]=1.Cl.[OH-].[Na+]. The catalyst is C1COCC1.O. The product is [NH2:45][C:44]1[C:38]2[C:37](=[CH:42][CH:41]=[CH:40][C:39]=2[F:43])[C:29]([C:7]2[CH:8]=[C:9]([CH3:21])[C:10](=[O:13])[NH:11][CH:12]=2)([C:25]2[CH:26]=[CH:27][CH:28]=[C:23]([Br:22])[CH:24]=2)[N:30]=1. The yield is 1.00.